Dataset: Reaction yield outcomes from USPTO patents with 853,638 reactions. Task: Predict the reaction yield, written as a fraction of the theoretical maximum amount of product (1.0 means a 100% yield; for example, 0.34 means a 34% yield). (1) The reactants are [Na].C(O[C:5](=[O:17])[CH:6]([C:15]#[N:16])[CH2:7][CH:8]([O:12][CH2:13][CH3:14])[O:9][CH2:10][CH3:11])C.[NH2:18][C:19]([NH2:21])=[S:20]. The catalyst is C(O)C. The product is [NH2:16][C:15]1[N:21]=[C:19]([SH:20])[N:18]=[C:5]([OH:17])[C:6]=1[CH2:7][CH:8]([O:12][CH2:13][CH3:14])[O:9][CH2:10][CH3:11]. The yield is 0.360. (2) The reactants are [CH3:1][O:2][C:3]([C:5]1[CH:6]=[C:7](I)[CH:8]=[C:9]2[C:14]=1[O:13][CH2:12][CH:11]=[CH:10]2)=[O:4].[C:16]([C:18]1[CH:23]=[CH:22][CH:21]=[CH:20][C:19]=1[CH3:24])#[CH:17]. The yield is 0.910. The catalyst is C(NCC)C.Cl[Pd](Cl)([P](C1C=CC=CC=1)(C1C=CC=CC=1)C1C=CC=CC=1)[P](C1C=CC=CC=1)(C1C=CC=CC=1)C1C=CC=CC=1.[Cu]I. The product is [CH3:1][O:2][C:3]([C:5]1[CH:6]=[C:7]([C:17]#[C:16][C:18]2[CH:23]=[CH:22][CH:21]=[CH:20][C:19]=2[CH3:24])[CH:8]=[C:9]2[C:14]=1[O:13][CH2:12][CH:11]=[CH:10]2)=[O:4]. (3) The reactants are [CH3:1][C:2]1[CH:7]=[CH:6][C:5]([C:8]2[O:9][CH:10]=[CH:11][N:12]=2)=[CH:4][C:3]=1[C:13]1[CH:18]=[CH:17][C:16]([NH2:19])=[CH:15][CH:14]=1.[F:20][C:21]1[CH:26]=[CH:25][CH:24]=[C:23]([F:27])[C:22]=1[S:28](Cl)(=[O:30])=[O:29]. The catalyst is CO. The product is [F:20][C:21]1[CH:26]=[CH:25][CH:24]=[C:23]([F:27])[C:22]=1[S:28]([NH:19][C:16]1[CH:17]=[CH:18][C:13]([C:3]2[CH:4]=[C:5]([C:8]3[O:9][CH:10]=[CH:11][N:12]=3)[CH:6]=[CH:7][C:2]=2[CH3:1])=[CH:14][CH:15]=1)(=[O:30])=[O:29]. The yield is 0.550. (4) The reactants are [C:1]([C:5]1[NH:6][C:7]2[C:12]([CH:13]=1)=[CH:11][C:10]([N+:14]([O-])=O)=[CH:9][C:8]=2[CH2:17][OH:18])([CH3:4])([CH3:3])[CH3:2]. The catalyst is [Ni].CO. The product is [NH2:14][C:10]1[CH:11]=[C:12]2[C:7](=[C:8]([CH2:17][OH:18])[CH:9]=1)[NH:6][C:5]([C:1]([CH3:4])([CH3:3])[CH3:2])=[CH:13]2. The yield is 0.800. (5) The reactants are [OH:1][C@H:2]1[CH2:6][NH:5][C:4](=[O:7])[CH2:3]1.[CH3:8][C:9]([Si:12](Cl)([CH3:14])[CH3:13])([CH3:11])[CH3:10].N1C=CN=C1.O. The catalyst is CN(C=O)C. The product is [Si:12]([O:1][C@H:2]1[CH2:6][NH:5][C:4](=[O:7])[CH2:3]1)([C:9]([CH3:11])([CH3:10])[CH3:8])([CH3:14])[CH3:13]. The yield is 0.976. (6) The reactants are [F:1][C:2]1[CH:7]=[C:6]([CH3:8])[CH:5]=[CH:4][C:3]=1[OH:9].[N+:10]([O-])([OH:12])=[O:11]. The catalyst is ClCCl. The product is [F:1][C:2]1[CH:7]=[C:6]([CH3:8])[CH:5]=[C:4]([N+:10]([O-:12])=[O:11])[C:3]=1[OH:9]. The yield is 0.930. (7) The reactants are [CH3:1][C@@H:2]1[NH:13][C:12](=[O:14])[C@H:11]([CH2:15][C:16]([O:18][C:19]([CH3:22])([CH3:21])[CH3:20])=[O:17])[CH2:10][CH:9]=[CH:8][CH2:7][CH2:6][C:5](=[O:23])[O:4][C@@H:3]1[C:24]1[CH:29]=[CH:28][CH:27]=[CH:26][CH:25]=1.I[CH3:31].[H-].[Na+]. The catalyst is CN(C=O)C.C(OCC)(=O)C. The product is [CH3:1][C@@H:2]1[N:13]([CH3:31])[C:12](=[O:14])[C@H:11]([CH2:15][C:16]([O:18][C:19]([CH3:22])([CH3:21])[CH3:20])=[O:17])[CH2:10][CH:9]=[CH:8][CH2:7][CH2:6][C:5](=[O:23])[O:4][C@@H:3]1[C:24]1[CH:25]=[CH:26][CH:27]=[CH:28][CH:29]=1. The yield is 0.580. (8) The yield is 0.790. The reactants are Br[C:2]1[C:3]([N+:13]([O-:15])=[O:14])=[N:4][N:5]([CH:7]2[CH2:12][CH2:11][CH2:10][CH2:9][O:8]2)[CH:6]=1.[C:16]1(B2OC(C)(C)C(C)(C)O2)[CH2:21][CH2:20][CH2:19][CH2:18][CH:17]=1.C(=O)([O-])[O-].[K+].[K+]. The product is [C:16]1([C:2]2[C:3]([N+:13]([O-:15])=[O:14])=[N:4][N:5]([CH:7]3[CH2:12][CH2:11][CH2:10][CH2:9][O:8]3)[CH:6]=2)[CH2:21][CH2:20][CH2:19][CH2:18][CH:17]=1. The catalyst is C1C=CC(P(C2C=CC=CC=2)[C-]2C=CC=C2)=CC=1.C1C=CC(P(C2C=CC=CC=2)[C-]2C=CC=C2)=CC=1.Cl[Pd]Cl.[Fe+2].CN(C=O)C. (9) The reactants are C([O:3][C:4](=[O:36])[CH2:5][CH:6]1[CH2:11][CH2:10][CH:9]([C:12]2[CH:17]=[CH:16][C:15]([C:18]3[N:19]=[N:20][N:21]([CH3:35])[C:22]=3[NH:23][C:24]([O:26][C@@H:27]([C:29]3[CH:34]=[CH:33][CH:32]=[CH:31][CH:30]=3)[CH3:28])=[O:25])=[CH:14][CH:13]=2)[CH2:8][CH2:7]1)C.[OH-].[Na+]. The catalyst is C1COCC1.C(O)C. The product is [CH3:35][N:21]1[C:22]([NH:23][C:24]([O:26][C@@H:27]([C:29]2[CH:34]=[CH:33][CH:32]=[CH:31][CH:30]=2)[CH3:28])=[O:25])=[C:18]([C:15]2[CH:14]=[CH:13][C:12]([CH:9]3[CH2:10][CH2:11][CH:6]([CH2:5][C:4]([OH:36])=[O:3])[CH2:7][CH2:8]3)=[CH:17][CH:16]=2)[N:19]=[N:20]1. The yield is 0.710.